This data is from Catalyst prediction with 721,799 reactions and 888 catalyst types from USPTO. The task is: Predict which catalyst facilitates the given reaction. (1) Reactant: [CH:1]([C:3]1[CH:4]=[C:5]([C:9]2[CH:14]=[CH:13][CH:12]=[CH:11][C:10]=2[Cl:15])[CH:6]=[CH:7][CH:8]=1)=O.[S:16]1[CH2:20][C:19](=[O:21])[NH:18][C:17]1=[O:22].N1CCCCC1.C(O)(=O)C1C=CC=CC=1. Product: [Cl:15][C:10]1[CH:11]=[CH:12][CH:13]=[CH:14][C:9]=1[C:5]1[CH:4]=[C:3]([CH:8]=[CH:7][CH:6]=1)[CH:1]=[C:20]1[S:16][C:17](=[O:22])[NH:18][C:19]1=[O:21]. The catalyst class is: 93. (2) Reactant: [OH:1][C:2]1[CH:11]=[CH:10][C:9]2[C:4](=[CH:5][CH:6]=[CH:7][CH:8]=2)[C:3]=1[CH:12]=[O:13].[H-].[Na+].Br[CH2:17][CH2:18][CH:19]([CH3:21])[CH3:20]. Product: [CH2:17]([O:1][C:2]1[CH:11]=[CH:10][C:9]2[C:4](=[CH:5][CH:6]=[CH:7][CH:8]=2)[C:3]=1[CH:12]=[O:13])[CH2:18][CH:19]([CH3:21])[CH3:20]. The catalyst class is: 1. (3) Reactant: C(OC(=O)[NH:7][CH2:8][C:9](=[O:44])[NH:10][CH2:11][C:12]1[CH:17]=[CH:16][C:15]([N:18]2[C:22]([NH:23][C:24]([NH:26][C:27]3[CH:32]=[CH:31][C:30]([O:33][C:34]4[CH:39]=[CH:38][N:37]=[CH:36][CH:35]=4)=[CH:29][CH:28]=3)=[O:25])=[CH:21][C:20]([C:40]([CH3:43])([CH3:42])[CH3:41])=[N:19]2)=[CH:14][CH:13]=1)(C)(C)C.C(O)(C(F)(F)F)=O. Product: [NH2:7][CH2:8][C:9]([NH:10][CH2:11][C:12]1[CH:17]=[CH:16][C:15]([N:18]2[C:22]([NH:23][C:24]([NH:26][C:27]3[CH:32]=[CH:31][C:30]([O:33][C:34]4[CH:35]=[CH:36][N:37]=[CH:38][CH:39]=4)=[CH:29][CH:28]=3)=[O:25])=[CH:21][C:20]([C:40]([CH3:43])([CH3:42])[CH3:41])=[N:19]2)=[CH:14][CH:13]=1)=[O:44]. The catalyst class is: 1. (4) Reactant: [F:1][C:2]([F:17])([F:16])[C:3]1[CH:15]=[CH:14][C:6]2[S:7][C:8]([C:10]([O:12]C)=[O:11])=[CH:9][C:5]=2[CH:4]=1.C(=O)([O-])[O-].[Na+:22].[Na+].O. Product: [F:17][C:2]([F:1])([F:16])[C:3]1[CH:15]=[CH:14][C:6]2[S:7][C:8]([C:10]([O-:12])=[O:11])=[CH:9][C:5]=2[CH:4]=1.[Na+:22]. The catalyst class is: 5. (5) Reactant: [Si]([O:8][CH2:9][CH2:10][CH:11]([N:18]1[C:26]2[C:21](=[CH:22][CH:23]=[CH:24][CH:25]=2)[C:20]([CH3:28])([CH3:27])[C:19]1=[O:29])[C:12]1[CH:17]=[CH:16][CH:15]=[CH:14][CH:13]=1)(C(C)(C)C)(C)C.[F-].C([N+](CCCC)(CCCC)CCCC)CCC. Product: [OH:8][CH2:9][CH2:10][CH:11]([N:18]1[C:26]2[C:21](=[CH:22][CH:23]=[CH:24][CH:25]=2)[C:20]([CH3:27])([CH3:28])[C:19]1=[O:29])[C:12]1[CH:17]=[CH:16][CH:15]=[CH:14][CH:13]=1. The catalyst class is: 7.